From a dataset of Catalyst prediction with 721,799 reactions and 888 catalyst types from USPTO. Predict which catalyst facilitates the given reaction. (1) Reactant: [C:1]([C:5]1[CH:9]=[C:8]([NH2:10])[N:7]([C:11]2[CH:16]=[CH:15][N:14]=[C:13]([CH3:17])[CH:12]=2)[N:6]=1)([CH3:4])([CH3:3])[CH3:2].C(=O)([O-])[O-].[K+].[K+].Cl[C:25]([O:27][C:28]1[CH:33]=[CH:32][CH:31]=[CH:30][CH:29]=1)=[O:26]. Product: [C:1]([C:5]1[CH:9]=[C:8]([NH:10][C:25](=[O:26])[O:27][C:28]2[CH:33]=[CH:32][CH:31]=[CH:30][CH:29]=2)[N:7]([C:11]2[CH:16]=[CH:15][N:14]=[C:13]([CH3:17])[CH:12]=2)[N:6]=1)([CH3:4])([CH3:3])[CH3:2]. The catalyst class is: 2. (2) Reactant: [N:1]1[C:10]2[NH:9][C:8]3[CH:11]=[C:12]([CH2:15][NH:16][C:17]([NH:19]C(=O)C4C=CC=CC=4)=[S:18])[CH:13]=[CH:14][C:7]=3[S:6][C:5]=2[N:4]=[CH:3][CH:2]=1.[OH-].[K+].CO.O1CCCC1. Product: [N:1]1[C:10]2[NH:9][C:8]3[CH:11]=[C:12]([CH2:15][NH:16][C:17]([NH2:19])=[S:18])[CH:13]=[CH:14][C:7]=3[S:6][C:5]=2[N:4]=[CH:3][CH:2]=1. The catalyst class is: 84. (3) Reactant: Cl[C:2]1[CH:7]=[C:6]([Cl:8])[N:5]=[C:4]([CH3:9])[N:3]=1.[NH2:10][C@@H:11]1[CH2:16][CH2:15][C@H:14]([NH:17][C:18](=[O:27])[C:19]2[CH:24]=[CH:23][C:22]([F:25])=[C:21]([Cl:26])[CH:20]=2)[CH2:13][CH2:12]1.C(N(CC)CC)(C)C.C([O-])(O)=O.[Na+]. Product: [Cl:26][C:21]1[CH:20]=[C:19]([CH:24]=[CH:23][C:22]=1[F:25])[C:18]([NH:17][C@H:14]1[CH2:13][CH2:12][C@@H:11]([NH:10][C:2]2[CH:7]=[C:6]([Cl:8])[N:5]=[C:4]([CH3:9])[N:3]=2)[CH2:16][CH2:15]1)=[O:27]. The catalyst class is: 1.